This data is from Reaction yield outcomes from USPTO patents with 853,638 reactions. The task is: Predict the reaction yield, written as a fraction of the theoretical maximum amount of product (1.0 means a 100% yield; for example, 0.34 means a 34% yield). (1) The reactants are [Cl:1][C:2]1[CH:32]=[C:31]([Cl:33])[CH:30]=[CH:29][C:3]=1[CH2:4][N:5]1[C:9]([CH2:10][CH2:11][CH2:12][O:13][C:14]2[N:15]=[C:16]([CH3:24])[S:17][C:18]=2[C:19](OCC)=[O:20])=[CH:8][C:7]([O:25][CH:26]([CH3:28])[CH3:27])=[N:6]1.[H-].C([Al+]CC(C)C)C(C)C.C(O)C.[Cl-].[NH4+]. The catalyst is O1CCCC1.C1(C)C=CC=CC=1. The product is [Cl:1][C:2]1[CH:32]=[C:31]([Cl:33])[CH:30]=[CH:29][C:3]=1[CH2:4][N:5]1[C:9]([CH2:10][CH2:11][CH2:12][O:13][C:14]2[N:15]=[C:16]([CH3:24])[S:17][C:18]=2[CH2:19][OH:20])=[CH:8][C:7]([O:25][CH:26]([CH3:28])[CH3:27])=[N:6]1. The yield is 0.730. (2) The reactants are [C:1]([C:3]1[C:4]([CH3:15])=[N:5][S:6][C:7]=1[NH:8][C:9](=[O:14])[CH2:10][CH:11]([CH3:13])[CH3:12])#[N:2].[OH:16]O. The catalyst is [NH4+].[OH-]. The product is [CH3:15][C:4]1[C:3]([C:1]([NH2:2])=[O:16])=[C:7]([NH:8][C:9](=[O:14])[CH2:10][CH:11]([CH3:13])[CH3:12])[S:6][N:5]=1. The yield is 0.710. (3) The reactants are I[C:2]1[CH:3]=[N:4][CH:5]=[CH:6][C:7]=1[O:8][CH2:9][CH2:10][C:11]1[CH:15]=[CH:14][S:13][CH:12]=1.C1(P(C2C=CC=CC=2)C2C=CC=CC=2)C=CC=CC=1.C(=O)([O-])[O-].[K+].[K+].CN(C)C=O. The catalyst is C([O-])(=O)C.[Pd+2].C([O-])(=O)C. The product is [S:13]1[C:12]2[C:2]3[CH:3]=[N:4][CH:5]=[CH:6][C:7]=3[O:8][CH2:9][CH2:10][C:11]=2[CH:15]=[CH:14]1. The yield is 0.850. (4) The reactants are [NH:1]1[CH2:6][CH2:5][CH:4]([C:7]([OH:9])=[O:8])[CH2:3][CH2:2]1.C([O-])([O-])=O.[Na+].[Na+].[C:16](=O)([O:25]N1C(=O)CCC1=O)[O:17][CH2:18][C:19]1[CH:24]=[CH:23][CH:22]=[CH:21][CH:20]=1. The catalyst is O.CC#N. The product is [CH2:18]([O:17][C:16]([N:1]1[CH2:6][CH2:5][CH:4]([C:7]([OH:9])=[O:8])[CH2:3][CH2:2]1)=[O:25])[C:19]1[CH:24]=[CH:23][CH:22]=[CH:21][CH:20]=1. The yield is 0.220. (5) The reactants are [C:1]([O:5][C:6](=[O:16])[NH:7][C@H:8]1[CH2:13][CH2:12][C@@H:11]([CH2:14]O)[CH2:10][CH2:9]1)([CH3:4])([CH3:3])[CH3:2].C1(P([C:30]2[CH:35]=[CH:34][CH:33]=[CH:32][CH:31]=2)C2C=CC=CC=2)C=CC=CC=1.C1(=O)NC(=O)C2=CC=CC=C12.N(C(OCC)=O)=[N:48][C:49]([O:51][CH2:52]C)=[O:50].C1(C)C=CC=CC=1.O.NN.C(N(CC)CC)C.C([O-])(O)=O.[Na+]. The catalyst is C1COCC1.CCO.C(Cl)(Cl)Cl. The product is [C:1]([O:5][C:6](=[O:16])[NH:7][C@H:8]1[CH2:13][CH2:12][C@@H:11]([CH2:14][NH:48][C:49]([O:51][CH2:52][C:30]2[CH:31]=[CH:32][CH:33]=[CH:34][CH:35]=2)=[O:50])[CH2:10][CH2:9]1)([CH3:4])([CH3:3])[CH3:2]. The yield is 0.910. (6) The reactants are [SH:1][C:2]1[S:3][C:4]2[CH2:14][CH2:13][C:12]3[C:7](=[CH:8][CH:9]=[CH:10][C:11]=3[O:15][CH2:16][C:17]([O:19]CC)=[O:18])[C:5]=2[N:6]=1.Br[CH:23]([C:31]1[CH:36]=[CH:35][CH:34]=[CH:33][CH:32]=1)[CH2:24][C:25]1[CH:30]=[CH:29][CH:28]=[CH:27][CH:26]=1. No catalyst specified. The product is [C:25]1([CH:24]([S:1][C:2]2[S:3][C:4]3[CH2:14][CH2:13][C:12]4[C:7](=[CH:8][CH:9]=[CH:10][C:11]=4[O:15][CH2:16][C:17]([OH:19])=[O:18])[C:5]=3[N:6]=2)[CH2:23][C:31]2[CH:32]=[CH:33][CH:34]=[CH:35][CH:36]=2)[CH:30]=[CH:29][CH:28]=[CH:27][CH:26]=1. The yield is 0.410. (7) The reactants are [F:1][C:2]1[CH:7]=[C:6]([S:8]([CH3:10])=[O:9])[CH:5]=[C:4]([F:11])[C:3]=1[C:12]1[N:17]=[C:16]([C:18]([O:20]C)=[O:19])[CH:15]=[CH:14][C:13]=1[F:22].[Li+].[OH-].Cl. The catalyst is C1COCC1.CO. The product is [F:1][C:2]1[CH:7]=[C:6]([S:8]([CH3:10])=[O:9])[CH:5]=[C:4]([F:11])[C:3]=1[C:12]1[N:17]=[C:16]([C:18]([OH:20])=[O:19])[CH:15]=[CH:14][C:13]=1[F:22]. The yield is 0.940. (8) The reactants are Cl[CH2:2][C:3]([NH:5][C:6]1[N:7]=[C:8]2[CH:13]=[CH:12][C:11]([O:14][C:15]3[CH:16]=[C:17]([NH:21][C:22](=[O:33])[C:23]4[CH:28]=[CH:27][CH:26]=[C:25]([C:29]([F:32])([F:31])[F:30])[CH:24]=4)[CH:18]=[CH:19][CH:20]=3)=[N:10][N:9]2[CH:34]=1)=[O:4].[CH3:35][N:36]1[CH2:41][CH2:40][NH:39][CH2:38][CH2:37]1. The catalyst is C(#N)C. The product is [CH3:35][N:36]1[CH2:41][CH2:40][N:39]([CH2:2][C:3]([NH:5][C:6]2[N:7]=[C:8]3[CH:13]=[CH:12][C:11]([O:14][C:15]4[CH:16]=[C:17]([NH:21][C:22](=[O:33])[C:23]5[CH:28]=[CH:27][CH:26]=[C:25]([C:29]([F:32])([F:31])[F:30])[CH:24]=5)[CH:18]=[CH:19][CH:20]=4)=[N:10][N:9]3[CH:34]=2)=[O:4])[CH2:38][CH2:37]1. The yield is 0.500.